Dataset: Reaction yield outcomes from USPTO patents with 853,638 reactions. Task: Predict the reaction yield, written as a fraction of the theoretical maximum amount of product (1.0 means a 100% yield; for example, 0.34 means a 34% yield). (1) The reactants are Br[C:2]1(Br)[C:10]2[C:5](=[N:6][CH:7]=[CH:8][CH:9]=2)[NH:4][C:3]1=[O:11].[C:13]([OH:16])(=[O:15])[CH3:14]. The catalyst is C(#N)C.[Zn]. The product is [C:13]([OH:16])(=[O:15])[CH3:14].[NH:4]1[C:5]2[C:10](=[CH:9][CH:8]=[CH:7][N:6]=2)[CH2:2][C:3]1=[O:11]. The yield is 0.910. (2) The reactants are [F:1][CH:2]([F:31])[C:3]1[N:7]([C:8]2[N:13]=[C:12]([N:14]3[CH2:19][CH2:18][O:17][CH2:16][CH2:15]3)[N:11]=[C:10]([N:20]3[CH2:23][CH:22]([NH2:24])[CH2:21]3)[N:9]=2)[C:6]2[CH:25]=[CH:26][CH:27]=[C:28]([O:29][CH3:30])[C:5]=2[N:4]=1.[CH3:32][S:33](Cl)(=[O:35])=[O:34]. No catalyst specified. The product is [F:31][CH:2]([F:1])[C:3]1[N:7]([C:8]2[N:13]=[C:12]([N:14]3[CH2:15][CH2:16][O:17][CH2:18][CH2:19]3)[N:11]=[C:10]([N:20]3[CH2:21][CH:22]([NH:24][S:33]([CH3:32])(=[O:35])=[O:34])[CH2:23]3)[N:9]=2)[C:6]2[CH:25]=[CH:26][CH:27]=[C:28]([O:29][CH3:30])[C:5]=2[N:4]=1. The yield is 0.860. (3) The reactants are [CH:1]([O:14][C:15]1[C:24]2[N:23]=[CH:22][CH:21]=[N:20][C:19]=2[C:18]([O:25]C)=[C:17]2[CH:27]([OH:39])[N:28]([CH2:31][C:32]3[CH:37]=[CH:36][C:35]([F:38])=[CH:34][CH:33]=3)[C:29](=O)[C:16]=12)(C1C=CC=CC=1)C1C=CC=CC=1.C([SiH](CC)CC)C.FC(F)(F)C(O)=O. The catalyst is C(Cl)Cl. The product is [F:38][C:35]1[CH:36]=[CH:37][C:32]([CH2:31][N:28]2[C:27](=[O:39])[C:17]3[C:16](=[C:15]([O:14][CH3:1])[C:24]4[N:23]=[CH:22][CH:21]=[N:20][C:19]=4[C:18]=3[OH:25])[CH2:29]2)=[CH:33][CH:34]=1. The yield is 0.380. (4) The reactants are Br[C:2]1[CH:3]=[N:4][C:5](Cl)=[C:6]([CH:9]=1)[C:7]#[N:8].[CH3:11][N:12]([CH:20]1[CH2:25][CH2:24][N:23](C2N=CC(B3OC(C)(C)C(C)(C)O3)=CN=2)[CH2:22][CH2:21]1)[C:13](=[O:19])[O:14][C:15]([CH3:18])([CH3:17])[CH3:16].Br[C:42]1[CH:47]=[CH:46][C:45]([N:48]2[C:52](=[O:53])[N:51]([CH:54]([CH3:56])[CH3:55])[N:50]=[CH:49]2)=[C:44]([F:57])[CH:43]=1.BrC1C=CC(N2C(=O)N(CCC)N=C2)=C(F)C=1. No catalyst specified. The product is [C:7]([C:6]1[C:5]([N:23]2[CH2:22][CH2:21][CH:20]([N:12]([CH3:11])[C:13](=[O:19])[O:14][C:15]([CH3:16])([CH3:17])[CH3:18])[CH2:25][CH2:24]2)=[N:4][CH:3]=[C:2]([C:42]2[CH:47]=[CH:46][C:45]([N:48]3[C:52](=[O:53])[N:51]([CH:54]([CH3:55])[CH3:56])[N:50]=[CH:49]3)=[C:44]([F:57])[CH:43]=2)[CH:9]=1)#[N:8]. The yield is 0.0610. (5) The reactants are [NH2:1][C:2]1[CH:3]=[C:4]([CH:7]=[CH:8][N:9]=1)[C:5]#[N:6].[Al](C)(C)C.[Br:14][C:15]1[CH:24]=[CH:23][C:18]([C:19](OC)=[O:20])=[CH:17][C:16]=1[O:25][CH3:26]. The catalyst is C1(C)C=CC=CC=1. The product is [Br:14][C:15]1[CH:24]=[CH:23][C:18]([C:19]([NH:1][C:2]2[CH:3]=[C:4]([C:5]#[N:6])[CH:7]=[CH:8][N:9]=2)=[O:20])=[CH:17][C:16]=1[O:25][CH3:26]. The yield is 0.654. (6) The reactants are Br[C:2]1[N:3]=[C:4]([C:23]2[O:24][C:25]([C:28]3[CH:33]=[CH:32][CH:31]=[CH:30][CH:29]=3)=[N:26][N:27]=2)[C:5]([N:8]([C:16]([O:18][C:19]([CH3:22])([CH3:21])[CH3:20])=[O:17])[C:9](=[O:15])[O:10][C:11]([CH3:14])([CH3:13])[CH3:12])=[N:6][CH:7]=1.[O:34]1[C:38]2([CH2:43][CH2:42][C:41](B3OC(C)(C)C(C)(C)O3)=[CH:40][CH2:39]2)[O:37][CH2:36][CH2:35]1.C(P(C(C)(C)C)C1C=CC(N(C)C)=CC=1)(C)(C)C.C([O-])([O-])=O.[K+].[K+]. The catalyst is C1(C)C=CC=CC=1.O.C(Cl)Cl.Cl[Pd]Cl. The product is [C:11]([O:10][C:9]([N:8]([C:5]1[C:4]([C:23]2[O:24][C:25]([C:28]3[CH:33]=[CH:32][CH:31]=[CH:30][CH:29]=3)=[N:26][N:27]=2)=[N:3][C:2]([C:41]2[CH2:42][CH2:43][C:38]3([O:37][CH2:36][CH2:35][O:34]3)[CH2:39][CH:40]=2)=[CH:7][N:6]=1)[C:16](=[O:17])[O:18][C:19]([CH3:22])([CH3:21])[CH3:20])=[O:15])([CH3:14])([CH3:13])[CH3:12]. The yield is 0.650. (7) The product is [N+:22]([C:25]1[CH:26]=[CH:27][C:28]([S:31]([C:2]2[CH:3]=[CH:4][C:5]3[O:14][C:13]4[CH2:12][CH2:11][N:10]([C:15]([O:17][C:18]([CH3:21])([CH3:20])[CH3:19])=[O:16])[CH2:9][C:8]=4[C:6]=3[CH:7]=2)(=[O:33])=[O:32])=[CH:29][CH:30]=1)([O-:24])=[O:23]. No catalyst specified. The yield is 0.250. The reactants are Br[C:2]1[CH:3]=[CH:4][C:5]2[O:14][C:13]3[CH2:12][CH2:11][N:10]([C:15]([O:17][C:18]([CH3:21])([CH3:20])[CH3:19])=[O:16])[CH2:9][C:8]=3[C:6]=2[CH:7]=1.[N+:22]([C:25]1[CH:30]=[CH:29][C:28]([S:31]([O-:33])=[O:32])=[CH:27][CH:26]=1)([O-:24])=[O:23].[Na+]. (8) The reactants are [N:1]1[C:10]2[C:5](=[CH:6][C:7]([C:11]3([C:14]4[N:18]5[N:19]=[C:20]([C:23]6[CH:32]=[CH:31][C:26]([C:27]([O:29]C)=[O:28])=[CH:25][CH:24]=6)[CH:21]=[N:22][C:17]5=[N:16][N:15]=4)[CH2:13][CH2:12]3)=[CH:8][CH:9]=2)[CH:4]=[CH:3][CH:2]=1.[OH-].[Li+].Cl. The catalyst is C1COCC1.CO.O.O. The product is [N:1]1[C:10]2[C:5](=[CH:6][C:7]([C:11]3([C:14]4[N:18]5[N:19]=[C:20]([C:23]6[CH:24]=[CH:25][C:26]([C:27]([OH:29])=[O:28])=[CH:31][CH:32]=6)[CH:21]=[N:22][C:17]5=[N:16][N:15]=4)[CH2:12][CH2:13]3)=[CH:8][CH:9]=2)[CH:4]=[CH:3][CH:2]=1. The yield is 0.720.